This data is from Catalyst prediction with 721,799 reactions and 888 catalyst types from USPTO. The task is: Predict which catalyst facilitates the given reaction. (1) Reactant: Br[C:2]1[CH:3]=[C:4]([NH:16][C:17]2[C:26]3[C:21](=[CH:22][C:23]([F:28])=[CH:24][C:25]=3[F:27])[N:20]=[C:19]([C:29]3[CH:34]=[CH:33][CH:32]=[CH:31][N:30]=3)[C:18]=2[CH3:35])[C:5]([N:8]2[CH2:13][CH2:12][O:11][C:10]([CH3:15])([CH3:14])[CH2:9]2)=[N:6][CH:7]=1.C1(P(C2CCCCC2)C2C=CC=CC=2C2C(C(C)C)=CC(C(C)C)=CC=2C(C)C)CCCCC1.CC(C)([O-])C.[Na+].[NH:76]1[CH2:81][CH2:80][O:79][CH2:78][CH2:77]1. Product: [CH3:14][C:10]1([CH3:15])[O:11][CH2:12][CH2:13][N:8]([C:5]2[C:4]([NH:16][C:17]3[C:26]4[C:21](=[CH:22][C:23]([F:28])=[CH:24][C:25]=4[F:27])[N:20]=[C:19]([C:29]4[CH:34]=[CH:33][CH:32]=[CH:31][N:30]=4)[C:18]=3[CH3:35])=[CH:3][C:2]([N:76]3[CH2:81][CH2:80][O:79][CH2:78][CH2:77]3)=[CH:7][N:6]=2)[CH2:9]1. The catalyst class is: 882. (2) Reactant: C[C:2]([CH3:5])([O-:4])C.[K+].C1(C)C=CC=CC=1.[NH:14]([CH2:18][CH2:19]O)[CH2:15][CH2:16][OH:17].ClCC(OC)=[O:24]. Product: [OH:17][CH2:16][CH2:15][N:14]1[CH2:5][CH2:2][O:4][CH2:19][C:18]1=[O:24]. The catalyst class is: 5. (3) Reactant: [NH2:1][C:2]1[N:21]=[C:5]2[C:6]([C:10]3([OH:20])[CH2:15][CH2:14][CH:13]([C:16]([F:19])([F:18])[F:17])[CH2:12][CH2:11]3)=[CH:7][CH:8]=[CH:9][N:4]2[N:3]=1.[CH3:22][C:23]1[N:27]=[C:26]([N:28]2[CH2:33][CH2:32][C:31](=O)[CH2:30][CH2:29]2)[S:25][N:24]=1.[BH4-].[Na+]. Product: [CH3:22][C:23]1[N:27]=[C:26]([N:28]2[CH2:29][CH2:30][CH:31]([NH:1][C:2]3[N:21]=[C:5]4[C:6]([C:10]5([OH:20])[CH2:11][CH2:12][CH:13]([C:16]([F:17])([F:18])[F:19])[CH2:14][CH2:15]5)=[CH:7][CH:8]=[CH:9][N:4]4[N:3]=3)[CH2:32][CH2:33]2)[S:25][N:24]=1. The catalyst class is: 8. (4) The catalyst class is: 4. Reactant: [CH3:1][C:2]1[N:6]([CH2:7][C:8]2[CH:13]=[CH:12][C:11]([CH3:14])=[CH:10][CH:9]=2)[N:5]=[C:4]([C:15]2[O:19][N:18]=[C:17]([C:20]3[CH:25]=[CH:24][C:23]([S:26][C:27]([F:30])([F:29])[F:28])=[CH:22][CH:21]=3)[N:16]=2)[CH:3]=1.ClC1C=C(C=CC=1)C(OO)=[O:36].C(=O)(O)[O-].[Na+]. Product: [CH3:1][C:2]1[N:6]([CH2:7][C:8]2[CH:13]=[CH:12][C:11]([CH3:14])=[CH:10][CH:9]=2)[N:5]=[C:4]([C:15]2[O:19][N:18]=[C:17]([C:20]3[CH:25]=[CH:24][C:23]([S:26]([C:27]([F:29])([F:30])[F:28])=[O:36])=[CH:22][CH:21]=3)[N:16]=2)[CH:3]=1. (5) Reactant: [Br:1][C:2]1[N:3]([CH:21]([CH3:23])[CH3:22])[C:4]([CH:12]([C:14]2[CH:19]=[CH:18][C:17]([Cl:20])=[CH:16][CH:15]=2)O)=[C:5]([C:7]([O:9][CH2:10][CH3:11])=[O:8])[N:6]=1.CS(OS(C)(=O)=O)(=O)=O.[N-:33]=[N+:34]=[N-:35].C([N+](CCCC)(CCCC)CCCC)CCC. Product: [N:33]([CH:12]([C:14]1[CH:19]=[CH:18][C:17]([Cl:20])=[CH:16][CH:15]=1)[C:4]1[N:3]([CH:21]([CH3:23])[CH3:22])[C:2]([Br:1])=[N:6][C:5]=1[C:7]([O:9][CH2:10][CH3:11])=[O:8])=[N+:34]=[N-:35]. The catalyst class is: 34. (6) The catalyst class is: 8. Reactant: C([O:3][C:4]([C:6]1[S:7][C:8]([O:19][C:20]2[CH:25]=[CH:24][CH:23]=[CH:22][CH:21]=2)=[C:9]2[C:17]3[N:16]([CH3:18])[N:15]=[CH:14][C:13]=3[CH2:12][CH2:11][C:10]=12)=[O:5])C.[OH-].[K+]. Product: [CH3:18][N:16]1[C:17]2[C:9]3=[C:8]([O:19][C:20]4[CH:25]=[CH:24][CH:23]=[CH:22][CH:21]=4)[S:7][C:6]([C:4]([OH:5])=[O:3])=[C:10]3[CH2:11][CH2:12][C:13]=2[CH:14]=[N:15]1. (7) Reactant: [OH:1][C:2]1[C:15]2[C:14](=[O:16])[C:13]3[C:8](=[CH:9][C:10]([C:17]([OH:19])=[O:18])=[CH:11][CH:12]=3)[C:7](=[O:20])[C:6]=2[C:5]([OH:21])=[CH:4][CH:3]=1. Product: [OH:1][C:2]1[CH2:3][CH2:4][C:5]([OH:21])=[C:6]2[C:15]=1[C:14](=[O:16])[C:13]1[C:8](=[CH:9][C:10]([C:17]([OH:19])=[O:18])=[CH:11][CH:12]=1)[C:7]2=[O:20]. The catalyst class is: 183. (8) Reactant: [CH3:1][O:2][C:3]1[CH:11]=[C:10]2[C:6]([C:7]([C:12](=O)[C:13](OCC)=[O:14])=[CH:8][NH:9]2)=[CH:5][CH:4]=1.[Li].[H-].[Al+3].[H-].[H-].C(OCC)(=O)C. Product: [CH3:1][O:2][C:3]1[CH:11]=[C:10]2[C:6]([C:7]([CH2:12][CH2:13][OH:14])=[CH:8][NH:9]2)=[CH:5][CH:4]=1. The catalyst class is: 7. (9) Reactant: Cl.[CH2:2]([N:6]1[C:10](CC#N)=[C:9]([C:14]2[CH:19]=[CH:18][CH:17]=[CH:16][CH:15]=2)[N:8]=[C:7]1[C:20]1[CH:25]=[CH:24][CH:23]=[CH:22][CH:21]=1)[CH2:3][CH2:4][CH3:5].O.[C:27]([O:30][CH2:31]C)(=[O:29])[CH3:28]. Product: [CH3:31][O:30][C:27](=[O:29])[CH2:28][C:10]1[N:6]([CH2:2][CH2:3][CH2:4][CH3:5])[C:7]([C:20]2[CH:21]=[CH:22][CH:23]=[CH:24][CH:25]=2)=[N:8][C:9]=1[C:14]1[CH:19]=[CH:18][CH:17]=[CH:16][CH:15]=1. The catalyst class is: 5. (10) Reactant: N[C:2]1(CO)[CH2:7][O:6][C:5]([CH3:9])([CH3:8])[O:4][CH2:3]1.[OH:12]P([O-])(O)=O.[K+]. Product: [CH3:9][C:5]1([CH3:8])[O:4][CH2:3][C:2](=[O:12])[CH2:7][O:6]1. The catalyst class is: 6.